From a dataset of Catalyst prediction with 721,799 reactions and 888 catalyst types from USPTO. Predict which catalyst facilitates the given reaction. (1) Reactant: [CH3:1][N:2]([CH2:4][C:5]1[CH:6]=[C:7]([CH:10]=[CH:11][C:12]=1[N:13]1[C:17]2=[N:18][CH:19]=[CH:20][C:21]([I:22])=[C:16]2[C:15]([CH:23]([CH3:25])[CH3:24])=[N:14]1)[C:8]#[N:9])[CH3:3].[OH:26]O.[OH-].[Na+].O. Product: [CH3:3][N:2]([CH2:4][C:5]1[CH:6]=[C:7]([CH:10]=[CH:11][C:12]=1[N:13]1[C:17]2=[N:18][CH:19]=[CH:20][C:21]([I:22])=[C:16]2[C:15]([CH:23]([CH3:25])[CH3:24])=[N:14]1)[C:8]([NH2:9])=[O:26])[CH3:1]. The catalyst class is: 16. (2) Reactant: [CH2:1]([CH:8]([N:16]1[CH2:20][CH2:19][C@H:18]([NH2:21])[CH2:17]1)[CH2:9][C:10]1[CH:15]=[CH:14][CH:13]=[CH:12][CH:11]=1)[C:2]1[CH:7]=[CH:6][CH:5]=[CH:4][CH:3]=1.[CH3:22][C:23]1[CH:32]=[C:31]([NH:33][C:34](NC2C3C(=CC=CC=3)N=C(C)C=2)=[O:35])[C:30]2[C:25](=[CH:26][CH:27]=[CH:28][CH:29]=2)[N:24]=1. Product: [CH2:9]([CH:8]([N:16]1[CH2:20][CH2:19][C@H:18]([NH:21][C:34]([NH:33][C:31]2[C:30]3[C:25](=[CH:26][CH:27]=[CH:28][CH:29]=3)[N:24]=[C:23]([CH3:22])[CH:32]=2)=[O:35])[CH2:17]1)[CH2:1][C:2]1[CH:7]=[CH:6][CH:5]=[CH:4][CH:3]=1)[C:10]1[CH:11]=[CH:12][CH:13]=[CH:14][CH:15]=1. The catalyst class is: 5. (3) Reactant: C[C:2]1([CH3:15])[O:6][C@H:5]([C@H:7](O)[CH2:8]O)[C@@H:4]([C@H:11](O)[CH2:12]O)O1.[C:16]([OH:19])(=O)[CH3:17].[C:20]([OH:23])(=O)[CH3:21].I[C:25]1[CH:30]=[CH:29]C=[CH:27][CH:26]=1.C([O-])(O)=O.[Na+].[C:36]([C:40]1[CH:46]=[CH:45][C:43]([NH2:44])=[CH:42][CH:41]=1)([CH3:39])([CH3:38])[CH3:37].[CH2:47]([O:54][C:55]1[CH:60]=[CH:59][C:58](B(O)O)=[CH:57][CH:56]=1)[C:48]1[CH:53]=[CH:52][CH:51]=[CH:50][CH:49]=1.FC(F)(F)C(O)C(F)(F)F. Product: [CH2:47]([O:54][C:55]1[CH:60]=[CH:59][C:58]([C@H:17]2[C@@H:16]([OH:19])[C@H:20]([OH:23])[C@H:21]([C:12]3[CH:11]=[CH:4][C:5]([O:6][CH2:2][C:15]4[CH:29]=[CH:30][CH:25]=[CH:26][CH:27]=4)=[CH:7][CH:8]=3)[N:44]2[C:43]2[CH:42]=[CH:41][C:40]([C:36]([CH3:39])([CH3:37])[CH3:38])=[CH:46][CH:45]=2)=[CH:57][CH:56]=1)[C:48]1[CH:53]=[CH:52][CH:51]=[CH:50][CH:49]=1. The catalyst class is: 138. (4) Reactant: [C:1]([O:5][C:6]([NH:8][C@@H:9]([CH:13]([CH3:15])[CH3:14])[C:10]([OH:12])=[O:11])=[O:7])([CH3:4])([CH3:3])[CH3:2].[F:16][C:17]1[CH:22]=[C:21]([O:23][CH2:24][CH2:25]O)[CH:20]=[C:19]([F:27])[C:18]=1[N:28]1[CH2:33][CH2:32][N:31]([C:34]2[N:39]=[C:38]3[N:40]([CH3:43])[N:41]=[CH:42][C:37]3=[C:36]([OH:44])[N:35]=2)[CH2:30][CH2:29]1.CCN=C=NCCCN(C)C.Cl.CCN(C(C)C)C(C)C. Product: [C:1]([O:5][C:6]([NH:8][C@@H:9]([CH:13]([CH3:15])[CH3:14])[C:10]([O:12][CH2:25][CH2:24][O:23][C:21]1[CH:22]=[C:17]([F:16])[C:18]([N:28]2[CH2:33][CH2:32][N:31]([C:34]3[N:39]=[C:38]4[N:40]([CH3:43])[N:41]=[CH:42][C:37]4=[C:36]([OH:44])[N:35]=3)[CH2:30][CH2:29]2)=[C:19]([F:27])[CH:20]=1)=[O:11])=[O:7])([CH3:4])([CH3:3])[CH3:2]. The catalyst class is: 241. (5) The catalyst class is: 85. Product: [Cl:21][C:22]1[C:27]([C:28]([NH:19][C:14]2[CH:15]=[CH:16][CH:17]=[C:18]3[C:13]=2[CH:12]=[CH:11][N:10]=[C:9]3[O:8][CH:5]2[CH2:6][CH2:7][C:2]([CH3:20])([CH3:1])[CH2:3][CH2:4]2)=[O:29])=[C:26]([F:31])[C:25]([CH2:32][NH:33][C:34](=[O:39])[C:35]([CH3:37])([CH3:36])[CH3:38])=[CH:24][CH:23]=1. Reactant: [CH3:1][C:2]1([CH3:20])[CH2:7][CH2:6][CH:5]([O:8][C:9]2[C:18]3[CH:17]=[CH:16][CH:15]=[C:14]([NH2:19])[C:13]=3[CH:12]=[CH:11][N:10]=2)[CH2:4][CH2:3]1.[Cl:21][C:22]1[C:27]([C:28](O)=[O:29])=[C:26]([F:31])[C:25]([CH2:32][NH:33][C:34](=[O:39])[C:35]([CH3:38])([CH3:37])[CH3:36])=[CH:24][CH:23]=1.C(Cl)(=O)C(Cl)=O.CCN(C(C)C)C(C)C.